Dataset: TCR-epitope binding with 47,182 pairs between 192 epitopes and 23,139 TCRs. Task: Binary Classification. Given a T-cell receptor sequence (or CDR3 region) and an epitope sequence, predict whether binding occurs between them. (1) The epitope is TLVPQEHYV. The TCR CDR3 sequence is CASSLGAGTGYEQYF. Result: 1 (the TCR binds to the epitope). (2) The epitope is RLRAEAQVK. The TCR CDR3 sequence is CASSLGAGGASGSNEQFF. Result: 0 (the TCR does not bind to the epitope). (3) The epitope is WICLLQFAY. The TCR CDR3 sequence is CASSQEIGSSYNSPLHF. Result: 0 (the TCR does not bind to the epitope). (4) Result: 0 (the TCR does not bind to the epitope). The epitope is YEGNSPFHPL. The TCR CDR3 sequence is CASSLRGAGTEAFF. (5) The epitope is KLSYGIATV. The TCR CDR3 sequence is CASSYNTGNYNEQFF. Result: 1 (the TCR binds to the epitope). (6) The epitope is GTITSGWTF. The TCR CDR3 sequence is CASSLGGGNNEQFF. Result: 0 (the TCR does not bind to the epitope). (7) The TCR CDR3 sequence is CASSQSYNEQFF. The epitope is ARMILMTHF. Result: 0 (the TCR does not bind to the epitope). (8) The TCR CDR3 sequence is CASRPQGRDQPQHF. The epitope is FIAGLIAIV. Result: 0 (the TCR does not bind to the epitope). (9) The epitope is LLLGIGILV. The TCR CDR3 sequence is CASSGGLNQPQHF. Result: 1 (the TCR binds to the epitope). (10) The epitope is KLVALGINAV. The TCR CDR3 sequence is CASSQEAGGTYEQYF. Result: 0 (the TCR does not bind to the epitope).